From a dataset of NCI-60 drug combinations with 297,098 pairs across 59 cell lines. Regression. Given two drug SMILES strings and cell line genomic features, predict the synergy score measuring deviation from expected non-interaction effect. (1) Drug 1: C1CCC(CC1)NC(=O)N(CCCl)N=O. Drug 2: CC12CCC3C(C1CCC2O)C(CC4=C3C=CC(=C4)O)CCCCCCCCCS(=O)CCCC(C(F)(F)F)(F)F. Cell line: MCF7. Synergy scores: CSS=24.2, Synergy_ZIP=-0.770, Synergy_Bliss=-0.382, Synergy_Loewe=3.06, Synergy_HSA=4.74. (2) Drug 2: CCC1(CC2CC(C3=C(CCN(C2)C1)C4=CC=CC=C4N3)(C5=C(C=C6C(=C5)C78CCN9C7C(C=CC9)(C(C(C8N6C=O)(C(=O)OC)O)OC(=O)C)CC)OC)C(=O)OC)O.OS(=O)(=O)O. Synergy scores: CSS=16.1, Synergy_ZIP=-0.898, Synergy_Bliss=-1.37, Synergy_Loewe=0.854, Synergy_HSA=0.845. Cell line: CAKI-1. Drug 1: COC1=CC(=CC(=C1O)OC)C2C3C(COC3=O)C(C4=CC5=C(C=C24)OCO5)OC6C(C(C7C(O6)COC(O7)C8=CC=CS8)O)O. (3) Drug 1: CC1=CC=C(C=C1)C2=CC(=NN2C3=CC=C(C=C3)S(=O)(=O)N)C(F)(F)F. Drug 2: C(=O)(N)NO. Cell line: UACC62. Synergy scores: CSS=-1.32, Synergy_ZIP=-0.546, Synergy_Bliss=-3.71, Synergy_Loewe=-1.72, Synergy_HSA=-3.88. (4) Drug 1: C1=CC(=CC=C1CCC2=CNC3=C2C(=O)NC(=N3)N)C(=O)NC(CCC(=O)O)C(=O)O. Drug 2: CCCCCOC(=O)NC1=NC(=O)N(C=C1F)C2C(C(C(O2)C)O)O. Cell line: OVCAR-8. Synergy scores: CSS=40.5, Synergy_ZIP=16.1, Synergy_Bliss=13.3, Synergy_Loewe=-7.26, Synergy_HSA=13.1. (5) Drug 2: CC=C1C(=O)NC(C(=O)OC2CC(=O)NC(C(=O)NC(CSSCCC=C2)C(=O)N1)C(C)C)C(C)C. Cell line: SF-268. Drug 1: C1CCN(CC1)CCOC2=CC=C(C=C2)C(=O)C3=C(SC4=C3C=CC(=C4)O)C5=CC=C(C=C5)O. Synergy scores: CSS=47.6, Synergy_ZIP=2.54, Synergy_Bliss=8.46, Synergy_Loewe=-56.7, Synergy_HSA=5.58. (6) Drug 1: C1=CC(=CC=C1CCCC(=O)O)N(CCCl)CCCl. Drug 2: CCC1(C2=C(COC1=O)C(=O)N3CC4=CC5=C(C=CC(=C5CN(C)C)O)N=C4C3=C2)O.Cl. Cell line: UACC62. Synergy scores: CSS=26.2, Synergy_ZIP=-14.2, Synergy_Bliss=-5.50, Synergy_Loewe=-4.49, Synergy_HSA=-2.14. (7) Synergy scores: CSS=35.2, Synergy_ZIP=8.15, Synergy_Bliss=9.69, Synergy_Loewe=-28.2, Synergy_HSA=3.12. Drug 2: CC1CCCC2(C(O2)CC(NC(=O)CC(C(C(=O)C(C1O)C)(C)C)O)C(=CC3=CSC(=N3)C)C)C. Cell line: 786-0. Drug 1: COC1=NC(=NC2=C1N=CN2C3C(C(C(O3)CO)O)O)N.